This data is from Full USPTO retrosynthesis dataset with 1.9M reactions from patents (1976-2016). The task is: Predict the reactants needed to synthesize the given product. (1) Given the product [Cl:18][C:19]1[CH:20]=[CH:21][C:22]([CH2:25][CH:1]2[CH2:2][CH2:3][CH2:4][S:5]2=[O:6])=[CH:23][N:24]=1, predict the reactants needed to synthesize it. The reactants are: [CH2:1]1[S:5](=[O:6])[CH2:4][CH2:3][CH2:2]1.[Li]CCCC.CCCCCC.[Cl:18][C:19]1[N:24]=[CH:23][C:22]([CH2:25]Cl)=[CH:21][CH:20]=1.FC(F)(F)C(O)=O. (2) Given the product [CH3:49][O:48][N:47]([CH3:46])[C:10]([C:3]1[CH:2]=[N:1][N:9]2[CH2:8][CH2:7][CH2:6][O:5][C:4]=12)=[O:12], predict the reactants needed to synthesize it. The reactants are: [N:1]1[N:9]2[C:4]([O:5][CH2:6][CH2:7][CH2:8]2)=[C:3]([C:10]([OH:12])=O)[CH:2]=1.Cl.CN(C)CCCN=C=NCC.O.ON1C2C=CC=CC=2N=N1.CCN(C(C)C)C(C)C.Cl.[CH3:46][NH:47][O:48][CH3:49].C([O-])(O)=O.[Na+]. (3) Given the product [Br:24][C:20]1[N:19]=[C:18]([CH2:17][N:8]2[C:9]3[C:14](=[CH:13][CH:12]=[CH:11][CH:10]=3)[C:15](=[O:16])[C:6]([C:4](=[O:5])[C:28]3[CH:29]=[CH:30][C:31]([CH3:33])=[CH:32][C:27]=3[CH3:26])=[CH:7]2)[CH:23]=[CH:22][CH:21]=1, predict the reactants needed to synthesize it. The reactants are: CON(C)[C:4]([C:6]1[C:15](=[O:16])[C:14]2[C:9](=[CH:10][CH:11]=[CH:12][CH:13]=2)[N:8]([CH2:17][C:18]2[CH:23]=[CH:22][CH:21]=[C:20]([Br:24])[N:19]=2)[CH:7]=1)=[O:5].[CH3:26][C:27]1[CH:32]=[C:31]([CH3:33])[CH:30]=[CH:29][C:28]=1[Mg]Br. (4) Given the product [C:1]([O:5][C:6](=[O:7])[NH:8][CH2:9][CH2:10][C:11](=[O:13])[NH:30][C:26]([CH3:29])([CH3:28])[CH3:27])([CH3:2])([CH3:3])[CH3:4], predict the reactants needed to synthesize it. The reactants are: [C:1]([O:5][C:6]([NH:8][CH2:9][CH2:10][C:11]([OH:13])=O)=[O:7])([CH3:4])([CH3:3])[CH3:2].CCN=C=NCCCN(C)C.Cl.[C:26]([NH2:30])([CH3:29])([CH3:28])[CH3:27].C(O)(=O)CC(CC(O)=O)(C(O)=O)O. (5) Given the product [NH2:8][CH2:7][CH:6]([CH2:16][C:17]1[CH:18]=[CH:19][C:20]([O:23][CH2:24][CH2:25][O:26][C:27]2[C:32]([Cl:33])=[CH:31][C:30]([CH3:34])=[CH:29][C:28]=2[Cl:35])=[CH:21][CH:22]=1)[C:5]([N:4]([CH:1]1[CH2:2][CH2:3]1)[CH2:37][C:38]1[CH:43]=[C:42]([O:44][CH2:45][C:46]2[CH:51]=[CH:50][CH:49]=[CH:48][N+:47]=2[O-:52])[CH:41]=[C:40]([CH2:53][CH2:54][CH2:55][O:56][CH3:57])[CH:39]=1)=[O:36], predict the reactants needed to synthesize it. The reactants are: [CH:1]1([N:4]([CH2:37][C:38]2[CH:43]=[C:42]([O:44][CH2:45][C:46]3[CH:51]=[CH:50][CH:49]=[CH:48][N+:47]=3[O-:52])[CH:41]=[C:40]([CH2:53][CH2:54][CH2:55][O:56][CH3:57])[CH:39]=2)[C:5](=[O:36])[CH:6]([CH2:16][C:17]2[CH:22]=[CH:21][C:20]([O:23][CH2:24][CH2:25][O:26][C:27]3[C:32]([Cl:33])=[CH:31][C:30]([CH3:34])=[CH:29][C:28]=3[Cl:35])=[CH:19][CH:18]=2)[CH2:7][NH:8]C(=O)OC(C)(C)C)[CH2:3][CH2:2]1.Cl. (6) Given the product [Cl:1][C:2]1[CH:7]=[CH:6][C:5]([CH:8]([C:13]2[C:15]3[C:16](=[C:17]([I:21])[CH:18]=[CH:19][CH:20]=3)[NH:25][N:24]=2)[CH2:9][CH2:10][C:11]#[N:12])=[C:4]([F:23])[CH:3]=1, predict the reactants needed to synthesize it. The reactants are: [Cl:1][C:2]1[CH:7]=[CH:6][C:5]([CH:8]([C:13]([C:15]2[CH:20]=[CH:19][CH:18]=[C:17]([I:21])[C:16]=2F)=O)[CH2:9][CH2:10][C:11]#[N:12])=[C:4]([F:23])[CH:3]=1.[NH2:24][NH2:25]. (7) Given the product [CH3:3][C:4]1[O:8][C:7]([C:9]2[CH:14]=[CH:13][CH:12]=[CH:11][CH:10]=2)=[N:6][C:5]=1[CH2:15][O:16][C:17]1[CH:46]=[CH:45][C:20]([CH2:21][O:22]/[N:23]=[C:24](/[C:32]2[CH:33]=[CH:34][C:35]([O:38][C:39]3[CH:44]=[CH:43][CH:42]=[CH:41][CH:40]=3)=[CH:36][CH:37]=2)\[CH2:25][CH2:26][C:27]([OH:29])=[O:28])=[CH:19][CH:18]=1, predict the reactants needed to synthesize it. The reactants are: [OH-].[Na+].[CH3:3][C:4]1[O:8][C:7]([C:9]2[CH:14]=[CH:13][CH:12]=[CH:11][CH:10]=2)=[N:6][C:5]=1[CH2:15][O:16][C:17]1[CH:46]=[CH:45][C:20]([CH2:21][O:22]/[N:23]=[C:24](/[C:32]2[CH:37]=[CH:36][C:35]([O:38][C:39]3[CH:44]=[CH:43][CH:42]=[CH:41][CH:40]=3)=[CH:34][CH:33]=2)\[CH2:25][CH2:26][C:27]([O:29]CC)=[O:28])=[CH:19][CH:18]=1.CO.Cl.